This data is from Reaction yield outcomes from USPTO patents with 853,638 reactions. The task is: Predict the reaction yield, written as a fraction of the theoretical maximum amount of product (1.0 means a 100% yield; for example, 0.34 means a 34% yield). (1) The product is [Cl:39][C:36]1[CH:37]=[CH:38][C:33]([C@H:29]([C:30]([N:16]2[CH2:15][CH2:14][N:13]([C:11]3[C:12]4[C@H:4]([CH3:3])[CH2:5][C@H:6]([OH:19])[C:7]=4[N:8]=[CH:9][N:10]=3)[CH2:18][CH2:17]2)=[O:31])[CH2:28][N:27]([CH2:40][CH:41]2[CH2:42][CH2:43]2)[C:25](=[O:26])[O:24][C:20]([CH3:23])([CH3:21])[CH3:22])=[CH:34][CH:35]=1. The catalyst is C(Cl)Cl. The reactants are Cl.Cl.[CH3:3][C@H:4]1[C:12]2[C:11]([N:13]3[CH2:18][CH2:17][NH:16][CH2:15][CH2:14]3)=[N:10][CH:9]=[N:8][C:7]=2[C@@H:6]([OH:19])[CH2:5]1.[C:20]([O:24][C:25]([N:27]([CH2:40][CH:41]1[CH2:43][CH2:42]1)[CH2:28][C@H:29]([C:33]1[CH:38]=[CH:37][C:36]([Cl:39])=[CH:35][CH:34]=1)[C:30](O)=[O:31])=[O:26])([CH3:23])([CH3:22])[CH3:21].C(N(C(C)C)CC)(C)C.CN(C(ON1N=NC2C=CC=CC1=2)=[N+](C)C)C.F[P-](F)(F)(F)(F)F. The yield is 0.820. (2) The reactants are [Cl:1][C:2]1[CH:7]=[CH:6][C:5]([C:8]2[CH:13]=[CH:12][N:11]([CH2:14][CH2:15][C@@:16]([CH3:31])([S:27]([CH3:30])(=[O:29])=[O:28])[C:17]([NH:19][O:20]C3CCCCO3)=[O:18])[C:10](=[O:32])[CH:9]=2)=[C:4]([F:33])[CH:3]=1.Cl. The catalyst is ClCCl.O1CCOCC1.O. The product is [Cl:1][C:2]1[CH:7]=[CH:6][C:5]([C:8]2[CH:13]=[CH:12][N:11]([CH2:14][CH2:15][C@@:16]([CH3:31])([S:27]([CH3:30])(=[O:28])=[O:29])[C:17]([NH:19][OH:20])=[O:18])[C:10](=[O:32])[CH:9]=2)=[C:4]([F:33])[CH:3]=1. The yield is 0.880.